This data is from Forward reaction prediction with 1.9M reactions from USPTO patents (1976-2016). The task is: Predict the product of the given reaction. (1) The product is: [F:12][C:13]1[CH:14]=[C:15]2[C:19](=[CH:20][C:21]=1[C:22]#[N:23])[NH:18][CH:17]=[C:2]2[CH:1]=[O:5]. Given the reactants [C:1](Cl)(=[O:5])[C:2](Cl)=O.CN(C=O)C.[F:12][C:13]1[CH:14]=[C:15]2[C:19](=[CH:20][C:21]=1[C:22]#[N:23])[NH:18][CH:17]=C2.[OH-].[Na+], predict the reaction product. (2) Given the reactants [NH:1]1[C:9]2[C:4](=[C:5]([C:10]3[C:11]([C:32]4[CH:37]=[CH:36][N:35]=[CH:34][CH:33]=4)=[N:12][N:13]4[C:18]([CH:19]5[CH2:25][CH:24]6[N:26](C(OCC)=O)[CH:21]([CH2:22][CH2:23]6)[CH2:20]5)=[CH:17][CH:16]=[N:15][C:14]=34)[CH:6]=[CH:7][CH:8]=2)[CH:3]=[N:2]1.I[Si](C)(C)C, predict the reaction product. The product is: [CH:21]12[NH:26][CH:24]([CH2:23][CH2:22]1)[CH2:25][CH:19]([C:18]1[N:13]3[N:12]=[C:11]([C:32]4[CH:33]=[CH:34][N:35]=[CH:36][CH:37]=4)[C:10]([C:5]4[CH:6]=[CH:7][CH:8]=[C:9]5[C:4]=4[CH:3]=[N:2][NH:1]5)=[C:14]3[N:15]=[CH:16][CH:17]=1)[CH2:20]2. (3) Given the reactants [N+:1]([C:4]1[CH:9]=[CH:8][C:7]([N:10]2[CH2:15][CH2:14][N:13]([CH2:16][CH2:17][NH2:18])[CH2:12][CH2:11]2)=[CH:6][CH:5]=1)([O-:3])=[O:2].[C:19]1([N:25]2[C:29]([C:30]3[O:31][CH:32]=[CH:33][CH:34]=3)=[CH:28][C:27]([CH:35]=O)=[N:26]2)[CH:24]=[CH:23][CH:22]=[CH:21][CH:20]=1, predict the reaction product. The product is: [O:31]1[CH:32]=[CH:33][CH:34]=[C:30]1[C:29]1[N:25]([C:19]2[CH:20]=[CH:21][CH:22]=[CH:23][CH:24]=2)[N:26]=[C:27]([CH2:35][NH:18][CH2:17][CH2:16][N:13]2[CH2:12][CH2:11][N:10]([C:7]3[CH:6]=[CH:5][C:4]([N+:1]([O-:3])=[O:2])=[CH:9][CH:8]=3)[CH2:15][CH2:14]2)[CH:28]=1. (4) Given the reactants [H-].[H-].[H-].[H-].[Li+].[Al+3].[CH3:7][C:8]1[S:9][C:10]2[CH:16]=[CH:15][C:14]([C:17](OC)=[O:18])=[CH:13][C:11]=2[N:12]=1.O.[OH-].[Na+], predict the reaction product. The product is: [CH3:7][C:8]1[S:9][C:10]2[CH:16]=[CH:15][C:14]([CH2:17][OH:18])=[CH:13][C:11]=2[N:12]=1. (5) The product is: [Br:1][C:2]1[CH:3]=[CH:4][C:5]([CH2:6][CH:7]2[C:14]3[CH:13]=[C:12]([C:15]([O:17][CH3:18])=[O:16])[NH:11][C:10]=3[CH2:9][CH2:8]2)=[CH:20][CH:21]=1. Given the reactants [Br:1][C:2]1[CH:21]=[CH:20][C:5]([CH2:6][CH:7]2[C:14]3[CH:13]=[C:12]([C:15]([O:17][CH3:18])=[O:16])[NH:11][C:10]=3[C:9](=O)[CH2:8]2)=[CH:4][CH:3]=1.[B][B][B][B][B][B][B][B][B][B], predict the reaction product. (6) Given the reactants [CH3:1][CH:2]1[CH:7]([CH3:8])[CH:6]([OH:9])[CH2:5][CH:4]([C:10]2[CH:15]=[CH:14][N:13]=[CH:12][C:11]=2[N+:16]([O-:18])=[O:17])[O:3]1.N1C=CN=C1.[C:24]([Si:28](Cl)([CH3:30])[CH3:29])([CH3:27])([CH3:26])[CH3:25].O, predict the reaction product. The product is: [Si:28]([O:9][C@H:6]1[C@H:7]([CH3:8])[C@@H:2]([CH3:1])[O:3][C@@H:4]([C:10]2[CH:15]=[CH:14][N:13]=[CH:12][C:11]=2[N+:16]([O-:18])=[O:17])[CH2:5]1)([C:24]([CH3:27])([CH3:26])[CH3:25])([CH3:30])[CH3:29].